From a dataset of Experimentally validated miRNA-target interactions with 360,000+ pairs, plus equal number of negative samples. Binary Classification. Given a miRNA mature sequence and a target amino acid sequence, predict their likelihood of interaction. (1) Result: 0 (no interaction). The protein sequence of the target gene is MVMACRVVNKRRHMGLQQLSSFAETGRTFLGPLKSSKFIIDEECHESVLISSTVRLLESLDLTSAVGQLLNEAVQAQNNTYRTGISTLLFLVGAWSSAVEECLHLGVPISIIVSVMSEGLNFCSEEVVSLHVPVHNIFDCMDSTKTFSQLETFSVSLCPFLQVPSDTDLIEELHGLKDVASQTLTISNLSGRPLKSYELFKPQTKVEADNNTSRTLKNSLLADTCCRQSILIHSRHFNRTDNTEGVSKPDGFQEHVTATHKTYRCNDLVELAVGLSHGDHSSMKLVEEAVQLQYQNACVQ.... The miRNA is rno-miR-133b-5p with sequence GCUGGUCAAACGGAACCAAGU. (2) The miRNA is hsa-miR-324-3p with sequence CCCACUGCCCCAGGUGCUGCUGG. The protein sequence of the target gene is MTTPALLPLSGRRIPPLNLGPPSFPHHRATLRLSEKFILLLILSAFITLCFGAFFFLPDSSKHKRFDLGLEDVLIPHVDAGKGAKNPGVFLIHGPDEHRHREEEERLRNKIRADHEKALEEAKEKLRKSREEIRAEIQTEKNKVAQAMKTKETRVLPPVPVPQRVGVSGGDPEDMEIKKKRDKIKEMMKHAWDNYRTYGWGHNELRPIARKGHSTNIFGSSQMGATIVDALDTLYIMGLHDEFMDGQRWIEENLDFSVNSEVSVFEVNIRFIGGLLAAYYLSGEEIFKTKAVQLAEKLLP.... Result: 0 (no interaction). (3) The miRNA is mmu-miR-681 with sequence CAGCCUCGCUGGCAGGCAGCU. The protein sequence of the target gene is MRSSKSKEVPLPNPRNSQSKETIQDVTTSWDALSQTKAALRHIENKLEVTPTSTAVIDSVMDTKKSASATRKISRKDGRCLDDSWASAPTSKFSKPRKEKSRSPLRATTLESNVKKNNRVEFREPLVSYRETHGTPFSLSPSHLESKHVYCIHEEKPESGKQMVVSREDRNIQCCDFESAQPSVISDTVVRFLNDGPAIDALHSSECLMKMGVHVRTEDEMPNRTKGSENNSKPSLNNMEHDVDPKVMLLSDSSPSSSACNSQRSDISKRQQHDIKLEKLKERIRKQWEHSEEINGQAQT.... Result: 0 (no interaction). (4) The miRNA is hsa-miR-4742-3p with sequence UCUGUAUUCUCCUUUGCCUGCAG. The protein sequence of the target gene is MTTLVLDNGAYNAKIGYSHENVSVIPNCQFRSKTARLKTFTANQIDEIKDPSGLFYILPFQKGYLVNWDVQRQVWDYLFGKEMYQVDFLDTNIIITEPYFNFTSIQESMNEILFEEYQFQAVLRVNAGALSAHRYFRDNPSELCCIIVDSGYSFTHIVPYCRSKKKKEAIIRINVGGKLLTNHLKEIISYRQLHVMDETHVINQVKEDVCYVSQDFYRDMDIAKLKGEENTVMIDYVLPDFSTIKKGFCKPREEMVLSGKYKSGEQILRLANERFAVPEILFNPSDIGIQEMGIPEAIVY.... Result: 0 (no interaction). (5) Result: 1 (interaction). The miRNA is mmu-miR-30e-5p with sequence UGUAAACAUCCUUGACUGGAAG. The protein sequence of the target gene is MSGPVPSRARVYTDVNTHRPREYWDYESHVVEWGNQDDYQLVRKLGRGKYSEVFEAINITNNEKVVVKILKPVKKKKIKREIKILENLRGGPNIITLADIVKDPVSRTPALVFEHVNNTDFKQLYQTLTDYDIRFYMYEILKALDYCHSMGIMHRDVKPHNVMIDHEHRKLRLIDWGLAEFYHPGQEYNVRVASRYFKGPELLVDYQMYDYSLDMWSLGCMLASMIFRKEPFFHGHDNYDQLVRIAKVLGTEDLYDYIDKYNIELDPRFNDILGRHSRKRWERFVHSENQHLVSPEALDF.... (6) The miRNA is rno-miR-18a-5p with sequence UAAGGUGCAUCUAGUGCAGAUAG. The protein sequence of the target gene is MASLWLLSCFSLVGAAFGCGVPAIHPVLSGLSRIVNGEDAVPGSWPWQVSLQDKTGFHFCGGSLISEDWVVTAAHCGVRTSDVVVAGEFDQGSDEENIQVLKIAKVFKNPKFSILTVNNDITLLKLATPARFSQTVSAVCLPSADDDFPAGTLCATTGWGKTKYNANKTPDKLQQAALPLLSNAECKKSWGRRITDVMICAGASGVSSCMGDSGGPLVCQKDGAWTLVGIVSWGSDTCSTSSPGVYARVTKLIPWVQKILAAN. Result: 0 (no interaction). (7) The miRNA is mmu-miR-127-3p with sequence UCGGAUCCGUCUGAGCUUGGCU. The protein sequence of the target gene is MAYIQLEPLNEGFLSRISGLLLCRWTCRHCCQKCYESSCCQSSEDEVEILGPFPAQTPPWLMASRSSDKDGDSVHTASEVPLTPRTNSPDGRRSSSDTSKSTYSLTRRISSLESRRPSSPLIDIKPIEFGVLSAKKEPIQPSVLRRTYNPDDYFRKFEPHLYSLDSNSDDVDSLTDEEILSKYQLGMLHFSTQYDLLHNHLTVRVIEARDLPPPISHDGSRQDMAHSNPYVKICLLPDQKNSKQTGVKRKTQKPVFEERYTFEIPFLEAQRRTLLLTVVDFDKFSRHCVIGKVSVPLCEV.... Result: 0 (no interaction). (8) The miRNA is hsa-miR-5690 with sequence UCAGCUACUACCUCUAUUAGG. The protein sequence of the target gene is MAPFPEEVDVFTAPHWRMKQLVGLYCDKLSKTNFSNNNDFRALLQSLYATFKEFKMHEQIENEYIIGLLQQRSQTIYNVHSDNKLSEMLSLFEKGLKNVKNEYEQLNYAKQLKERLEAFTRDFLPHMKEEEEVFQPMLMEYFTYEELKDIKKKVIAQHCSQKDTAELLRGLSLWNHAEERQKFFKYSVDEKSDKEAEVSEHSTGITHLPPEVMLSIFSYLNPQELCRCSQVSMKWSQLTKTGSLWKHLYPVHWARGDWYSGPATELDTEPDDEWVKNRKDESRAFHEWDEDADIDESEES.... Result: 1 (interaction).